This data is from Full USPTO retrosynthesis dataset with 1.9M reactions from patents (1976-2016). The task is: Predict the reactants needed to synthesize the given product. The reactants are: [NH:1]1[C:9]2[C:4](=[CH:5][C:6]([C:10]([OH:12])=O)=[CH:7][CH:8]=2)[CH:3]=[CH:2]1.[CH2:13]1[C@H:22]2[C@H:17]([CH2:18][CH2:19][C:20]3[CH:26]=[CH:25][CH:24]=[CH:23][C:21]=32)[NH:16][CH2:15][CH2:14]1.F[P-](F)(F)(F)(F)F.N1(OC(N(C)C)=[N+](C)C)C2N=CC=CC=2N=N1. Given the product [CH2:13]1[C@H:22]2[C@H:17]([CH2:18][CH2:19][C:20]3[CH:26]=[CH:25][CH:24]=[CH:23][C:21]=32)[N:16]([C:10]([C:6]2[CH:5]=[C:4]3[C:9](=[CH:8][CH:7]=2)[NH:1][CH:2]=[CH:3]3)=[O:12])[CH2:15][CH2:14]1, predict the reactants needed to synthesize it.